Dataset: NCI-60 drug combinations with 297,098 pairs across 59 cell lines. Task: Regression. Given two drug SMILES strings and cell line genomic features, predict the synergy score measuring deviation from expected non-interaction effect. (1) Drug 1: C1CCC(CC1)NC(=O)N(CCCl)N=O. Drug 2: C1=CN(C(=O)N=C1N)C2C(C(C(O2)CO)O)O.Cl. Cell line: TK-10. Synergy scores: CSS=28.4, Synergy_ZIP=-6.50, Synergy_Bliss=-1.49, Synergy_Loewe=-30.3, Synergy_HSA=1.05. (2) Drug 1: CCN(CC)CCNC(=O)C1=C(NC(=C1C)C=C2C3=C(C=CC(=C3)F)NC2=O)C. Drug 2: CC1CCCC2(C(O2)CC(NC(=O)CC(C(C(=O)C(C1O)C)(C)C)O)C(=CC3=CSC(=N3)C)C)C. Cell line: HOP-92. Synergy scores: CSS=12.9, Synergy_ZIP=4.18, Synergy_Bliss=5.28, Synergy_Loewe=-9.71, Synergy_HSA=-1.39. (3) Drug 1: COC1=C(C=C2C(=C1)N=CN=C2NC3=CC(=C(C=C3)F)Cl)OCCCN4CCOCC4. Drug 2: B(C(CC(C)C)NC(=O)C(CC1=CC=CC=C1)NC(=O)C2=NC=CN=C2)(O)O. Cell line: NCI-H322M. Synergy scores: CSS=40.1, Synergy_ZIP=2.23, Synergy_Bliss=1.90, Synergy_Loewe=0.762, Synergy_HSA=0.855. (4) Drug 1: CCC1=C2CN3C(=CC4=C(C3=O)COC(=O)C4(CC)O)C2=NC5=C1C=C(C=C5)O. Drug 2: COC1=C2C(=CC3=C1OC=C3)C=CC(=O)O2. Cell line: NCI-H322M. Synergy scores: CSS=-3.23, Synergy_ZIP=1.51, Synergy_Bliss=-0.343, Synergy_Loewe=-1.93, Synergy_HSA=-3.78. (5) Drug 1: CS(=O)(=O)C1=CC(=C(C=C1)C(=O)NC2=CC(=C(C=C2)Cl)C3=CC=CC=N3)Cl. Drug 2: CN(CCCl)CCCl.Cl. Cell line: HCT116. Synergy scores: CSS=22.8, Synergy_ZIP=-4.13, Synergy_Bliss=-0.252, Synergy_Loewe=-10.9, Synergy_HSA=-2.30.